This data is from Full USPTO retrosynthesis dataset with 1.9M reactions from patents (1976-2016). The task is: Predict the reactants needed to synthesize the given product. (1) Given the product [CH2:10]([C:3]1[S:4][C:5]([C:2]2[CH:6]=[CH:5][S:4][CH:3]=2)=[CH:6][CH:2]=1)[CH2:9][CH2:8][CH2:12][CH2:12][CH2:8][CH2:9][CH2:10][CH2:3][CH2:2][CH2:6][CH3:5], predict the reactants needed to synthesize it. The reactants are: Br[C:2]1[CH:6]=[CH:5][S:4][CH:3]=1.Cl.[CH2:8]1[CH2:12]O[CH2:10][CH2:9]1. (2) Given the product [F:6][C:7]1[CH:8]=[CH:9][C:10]([O:32][CH3:33])=[C:11]([C:13]2[N:17]=[C:16]([C:18]3[CH:19]=[CH:20][C:21]([N:25]4[CH2:30][CH2:29][CH2:28][CH2:27][CH:26]4[CH3:31])=[C:22]([NH:23][S:2]([CH3:1])(=[O:4])=[O:3])[CH:24]=3)[O:15][N:14]=2)[CH:12]=1, predict the reactants needed to synthesize it. The reactants are: [CH3:1][S:2](Cl)(=[O:4])=[O:3].[F:6][C:7]1[CH:8]=[CH:9][C:10]([O:32][CH3:33])=[C:11]([C:13]2[N:17]=[C:16]([C:18]3[CH:19]=[CH:20][C:21]([N:25]4[CH2:30][CH2:29][CH2:28][CH2:27][CH:26]4[CH3:31])=[C:22]([CH:24]=3)[NH2:23])[O:15][N:14]=2)[CH:12]=1. (3) Given the product [C:1]([O:12][CH:17]([CH2:18][O:19][CH2:20][CH3:21])[CH2:16][O:15][CH2:13][CH3:14])(=[O:11])/[CH:2]=[CH:3]/[CH2:4][CH2:5][CH2:6][CH2:7][CH2:8][CH2:9][CH3:10], predict the reactants needed to synthesize it. The reactants are: [C:1]([OH:12])(=[O:11])/[CH:2]=[CH:3]/[CH2:4][CH2:5][CH2:6][CH2:7][CH2:8][CH2:9][CH3:10].[CH2:13]([O:15][CH2:16][CH:17](O)[CH2:18][O:19][CH2:20][CH3:21])[CH3:14]. (4) The reactants are: Br[C:2]1[C:10]2[C:5](=[CH:6][CH:7]=[C:8]([C:11]#[N:12])[CH:9]=2)[CH:4]([CH:13]2[CH2:18][CH2:17][CH2:16][CH2:15][O:14]2)[CH:3]=1.C[O:20][C:21]1[CH:22]=[C:23]2[C:28](=[CH:29][CH:30]=1)[CH:27]=[C:26](B(O)O)[CH:25]=[CH:24]2. Given the product [OH:20][C:21]1[CH:22]=[C:23]2[C:28](=[CH:29][CH:30]=1)[CH:27]=[C:26]([C:2]1[CH:10]3[CH:5]([CH:6]=[CH:7][C:8]([C:11]#[N:12])=[CH:9]3)[CH:4]([CH:13]3[CH2:18][CH2:17][CH2:16][CH2:15][O:14]3)[CH:3]=1)[CH:25]=[CH:24]2, predict the reactants needed to synthesize it.